Dataset: Catalyst prediction with 721,799 reactions and 888 catalyst types from USPTO. Task: Predict which catalyst facilitates the given reaction. (1) Reactant: CCN(C(C)C)C(C)C.[C:10]1([CH2:16][O:17][C:18]2[CH:19]=[C:20]([CH:24]=[C:25]([O:27][C@@H:28]([CH3:38])[CH2:29][O:30][Si:31]([C:34]([CH3:37])([CH3:36])[CH3:35])([CH3:33])[CH3:32])[CH:26]=2)[C:21]([OH:23])=O)[CH:15]=[CH:14][CH:13]=[CH:12][CH:11]=1.CN(C(ON1N=NC2C=CC=NC1=2)=[N+](C)C)C.F[P-](F)(F)(F)(F)F.[NH2:63][C:64]1[S:65][C:66]([CH3:69])=[CH:67][N:68]=1. Product: [CH2:16]([O:17][C:18]1[CH:19]=[C:20]([CH:24]=[C:25]([O:27][C@@H:28]([CH3:38])[CH2:29][O:30][Si:31]([C:34]([CH3:36])([CH3:37])[CH3:35])([CH3:32])[CH3:33])[CH:26]=1)[C:21]([NH:63][C:64]1[S:65][C:66]([CH3:69])=[CH:67][N:68]=1)=[O:23])[C:10]1[CH:11]=[CH:12][CH:13]=[CH:14][CH:15]=1. The catalyst class is: 3. (2) Reactant: [CH2:1]([C@@:8]12[CH2:18][CH2:17][C@@:16]([CH2:20][CH3:21])([OH:19])[CH2:15][C@@H:14]1[CH2:13][CH2:12][CH2:11][C:10]1[CH:22]=[C:23]([C:26](O)=[O:27])[CH:24]=[CH:25][C:9]2=1)[C:2]1[CH:7]=[CH:6][CH:5]=[CH:4][CH:3]=1.CCOC(C(C#N)=NOC(N1CCOCC1)=[N+](C)C)=O.F[P-](F)(F)(F)(F)F.[CH3:56][C:57]1[C:62]([CH2:63][NH2:64])=[CH:61][CH:60]=[CH:59][N:58]=1.CCN(C(C)C)C(C)C. Product: [CH3:56][C:57]1[C:62]([CH2:63][NH:64][C:26]([C:23]2[CH:24]=[CH:25][C:9]3[C@:8]4([CH2:1][C:2]5[CH:7]=[CH:6][CH:5]=[CH:4][CH:3]=5)[CH2:18][CH2:17][C@@:16]([CH2:20][CH3:21])([OH:19])[CH2:15][C@@H:14]4[CH2:13][CH2:12][CH2:11][C:10]=3[CH:22]=2)=[O:27])=[CH:61][CH:60]=[CH:59][N:58]=1. The catalyst class is: 3. (3) Reactant: Cl[C:2]1[N:7]=[N:6][CH:5]=[C:4]([C:8]2[N:9]=[N:10][CH:11]=[CH:12][C:13]=2[CH3:14])[CH:3]=1.O.[NH2:16][NH2:17]. Product: [NH:16]([C:2]1[N:7]=[N:6][CH:5]=[C:4]([C:8]2[N:9]=[N:10][CH:11]=[CH:12][C:13]=2[CH3:14])[CH:3]=1)[NH2:17]. The catalyst class is: 41. (4) Reactant: [O:1]1[C:5]2[CH:6]=[CH:7][C:8]([CH2:10][NH:11][CH2:12][C:13]3[C:18]([CH2:19][CH2:20][CH2:21][CH3:22])=[C:17]([C:23]4[CH:28]=[CH:27][CH:26]=[CH:25][CH:24]=4)[N:16]=[N:15][C:14]=3[Cl:29])=[CH:9][C:4]=2[O:3][CH2:2]1.[BH-](OC(C)=O)(OC(C)=O)OC(C)=O.[Na+].[CH3:44][CH2:45][CH2:46][CH2:47][CH2:48]C.[CH3:50][CH2:51][O:52][C:53](C)=[O:54]. The catalyst class is: 52. Product: [O:1]1[C:5]2[CH:6]=[CH:7][C:8]([CH2:10][N:11]([CH2:48][C:47]3[CH:46]=[CH:45][C:44]4[O:54][CH2:53][O:52][C:51]=4[CH:50]=3)[CH2:12][C:13]3[C:18]([CH2:19][CH2:20][CH2:21][CH3:22])=[C:17]([C:23]4[CH:24]=[CH:25][CH:26]=[CH:27][CH:28]=4)[N:16]=[N:15][C:14]=3[Cl:29])=[CH:9][C:4]=2[O:3][CH2:2]1. (5) The catalyst class is: 2. Product: [Cl:45][C:16]1[CH:15]=[CH:14][C:13]([O:12][CH2:11][C@H:10]([OH:46])[CH2:9][NH:8][CH3:6])=[CH:18][C:17]=1[C:19]1[N:24]=[C:23]([N:25]2[CH2:28][C:27]3([CH2:32][CH2:31][N:30]([C:33]([O:35][CH3:36])=[O:34])[CH2:29]3)[CH2:26]2)[C:22]([CH3:37])=[C:21]([C:38]2[C:39]([CH3:44])=[N:40][O:41][C:42]=2[CH3:43])[N:20]=1. Reactant: C(O[C:6]([N:8](C)[CH2:9][C@@H:10]([O:46][Si](C(C)(C)C)(C)C)[CH2:11][O:12][C:13]1[CH:14]=[CH:15][C:16]([Cl:45])=[C:17]([C:19]2[N:24]=[C:23]([N:25]3[CH2:28][C:27]4([CH2:32][CH2:31][N:30]([C:33]([O:35][CH3:36])=[O:34])[CH2:29]4)[CH2:26]3)[C:22]([CH3:37])=[C:21]([C:38]3[C:39]([CH3:44])=[N:40][O:41][C:42]=3[CH3:43])[N:20]=2)[CH:18]=1)=O)(C)(C)C.C(O)(C(F)(F)F)=O. (6) Reactant: [C:1]([C:3]1(O)[N:12]=[CH:11][C:10]2[N:9]=[CH:8][CH:7]=[CH:6][C:5]=2[CH2:4]1)#[N:2].N1C(C)=CC=CC=1C.[F:22][C:23]([F:36])([F:35])[S:24]([O:27]S(C(F)(F)F)(=O)=O)(=[O:26])=[O:25].[Cl-].[NH4+]. Product: [F:22][C:23]([F:36])([F:35])[S:24]([O:27][C:6]1[C:5]2[C:10](=[CH:11][N:12]=[C:3]([C:1]#[N:2])[CH:4]=2)[N:9]=[CH:8][CH:7]=1)(=[O:26])=[O:25]. The catalyst class is: 79. (7) The catalyst class is: 61. Reactant: [C:1]12([CH2:11][C:12]([OH:14])=O)[CH2:10][CH:5]3[CH2:6][CH:7]([CH2:9][CH:3]([CH2:4]3)[CH2:2]1)[CH2:8]2.[Cl:15][CH2:16][CH2:17][CH2:18][CH2:19][CH2:20][CH2:21][O:22][CH2:23][CH2:24][O:25][CH2:26][CH2:27][NH2:28].C1C=CC2N(O)N=NC=2C=1.CCN(C(C)C)C(C)C.CCN=C=NCCCN(C)C. Product: [CH2:9]1[CH:3]2[CH2:2][C:1]3([CH2:11][C:12]([NH:28][CH2:27][CH2:26][O:25][CH2:24][CH2:23][O:22][CH2:21][CH2:20][CH2:19][CH2:18][CH2:17][CH2:16][Cl:15])=[O:14])[CH2:10][CH:5]([CH2:4]2)[CH2:6][CH:7]1[CH2:8]3.